Dataset: Forward reaction prediction with 1.9M reactions from USPTO patents (1976-2016). Task: Predict the product of the given reaction. (1) Given the reactants P(Cl)(Cl)(Cl)=O.[CH3:6][C:7]1[C:13]([OH:14])=[CH:12][CH:11]=[CH:10][C:8]=1[OH:9].CN([CH:18]=[O:19])C, predict the reaction product. The product is: [OH:9][C:8]1[C:7]([CH3:6])=[C:13]([OH:14])[CH:12]=[CH:11][C:10]=1[CH:18]=[O:19]. (2) Given the reactants [Si](OC1C=C(C=CC=1)C([C:14]1[CH:26]=[CH:25][C:17]([C:18]([N:20](CC)CC)=[O:19])=[CH:16][CH:15]=1)O)(C(C)(C)C)(C)C.S(Cl)(Cl)=O.C[C@H]1CN[C@H](C)CN1.O.[F-].C([N+](CC)(CC)CC)C, predict the reaction product. The product is: [C:18]([NH2:20])(=[O:19])[C:17]1[CH:25]=[CH:26][CH:14]=[CH:15][CH:16]=1. (3) Given the reactants [CH:1]1([NH:4][C:5]2[C:6]([C:19]([O:21][CH3:22])=[O:20])=[N:7][CH:8]=[C:9]([CH2:11][C:12]3[CH:17]=[CH:16][C:15]([F:18])=[CH:14][CH:13]=3)[CH:10]=2)[CH2:3][CH2:2]1.Cl[C:24](=[O:31])[CH2:25][C:26]([O:28][CH2:29][CH3:30])=[O:27].C(=O)(O)[O-].[Na+], predict the reaction product. The product is: [CH:1]1([N:4]([C:24](=[O:31])[CH2:25][C:26]([O:28][CH2:29][CH3:30])=[O:27])[C:5]2[C:6]([C:19]([O:21][CH3:22])=[O:20])=[N:7][CH:8]=[C:9]([CH2:11][C:12]3[CH:17]=[CH:16][C:15]([F:18])=[CH:14][CH:13]=3)[CH:10]=2)[CH2:2][CH2:3]1.